From a dataset of Forward reaction prediction with 1.9M reactions from USPTO patents (1976-2016). Predict the product of the given reaction. (1) Given the reactants [Cl:1][C:2]1[CH:7]=[CH:6][C:5]([NH:8][CH:9]=O)=[CH:4][CH:3]=1.[Cl:11][C:12]1[N:20]=[C:19]2[C:15]([N:16]=[CH:17][N:18]2[CH2:21][CH:22]([CH3:24])[CH3:23])=C(Cl)[N:13]=1, predict the reaction product. The product is: [Cl:11][C:12]1[N:20]=[C:19]2[C:15]([N:16]=[CH:17][N:18]2[CH2:21][CH:22]([CH3:24])[CH3:23])=[C:9]([NH:8][C:5]2[CH:6]=[CH:7][C:2]([Cl:1])=[CH:3][CH:4]=2)[N:13]=1. (2) Given the reactants [CH3:1][O:2][C:3](=[O:42])[C@@H:4]([NH:32][C@H:33]([C:36]1[CH:41]=[CH:40][CH:39]=[CH:38][CH:37]=1)[CH2:34][CH3:35])[CH2:5][C:6]1[CH:31]=[CH:30][C:9]2[O:10][C@H:11]([C:14]3[CH:19]=[CH:18][C:17]([O:20][CH2:21][C:22]4[CH:27]=[CH:26][C:25]([Cl:28])=[C:24]([Cl:29])[CH:23]=4)=[CH:16][CH:15]=3)[CH2:12][O:13][C:8]=2[CH:7]=1.C=O.F[C:46](F)(F)C(O)=O, predict the reaction product. The product is: [CH3:1][O:2][C:3]([C@@H:4]1[CH2:5][C:6]2[CH:7]=[C:8]3[O:13][CH2:12][C@@H:11]([C:14]4[CH:15]=[CH:16][C:17]([O:20][CH2:21][C:22]5[CH:27]=[CH:26][C:25]([Cl:28])=[C:24]([Cl:29])[CH:23]=5)=[CH:18][CH:19]=4)[O:10][C:9]3=[CH:30][C:31]=2[CH2:46][N:32]1[C@H:33]([C:36]1[CH:37]=[CH:38][CH:39]=[CH:40][CH:41]=1)[CH2:34][CH3:35])=[O:42]. (3) Given the reactants [CH3:1][C:2]1[CH:7]=[CH:6][C:5]([S:8]([O:11][CH2:12][CH:13]2[CH2:17][C:16]3[CH:18]=[C:19]([CH3:23])[CH:20]=[C:21](Br)[C:15]=3[O:14]2)(=[O:10])=[O:9])=[CH:4][CH:3]=1.[C:24]1(B(O)O)[CH:29]=[CH:28][CH:27]=[CH:26][CH:25]=1, predict the reaction product. The product is: [CH3:1][C:2]1[CH:7]=[CH:6][C:5]([S:8]([O:11][CH2:12][CH:13]2[CH2:17][C:16]3[CH:18]=[C:19]([CH3:23])[CH:20]=[C:21]([C:24]4[CH:29]=[CH:28][CH:27]=[CH:26][CH:25]=4)[C:15]=3[O:14]2)(=[O:10])=[O:9])=[CH:4][CH:3]=1. (4) The product is: [CH2:1]([O:3][C:4]([C:6]1[N:7]=[C:8]2[C:13]([C:14]([F:17])([F:16])[F:15])=[CH:12][C:11]([C:25]3[CH:24]=[CH:23][CH:22]=[C:21]([F:20])[CH:26]=3)=[CH:10][N:9]2[CH:19]=1)=[O:5])[CH3:2]. Given the reactants [CH2:1]([O:3][C:4]([C:6]1[N:7]=[C:8]2[C:13]([C:14]([F:17])([F:16])[F:15])=[CH:12][C:11](Br)=[CH:10][N:9]2[CH:19]=1)=[O:5])[CH3:2].[F:20][C:21]1[CH:22]=[C:23](B(O)O)[CH:24]=[CH:25][CH:26]=1, predict the reaction product. (5) The product is: [CH:21]([C:20]1[C:14]2[C:15](=[N:16][CH:17]=[C:12]([O:11][C:8]3[CH:9]=[C:10]4[C:5]([CH2:4][CH2:3][C@H:2]4[NH:1][C:38](=[O:39])[CH3:37])=[CH:6][CH:7]=3)[N:13]=2)[N:18]([CH2:23][O:24][CH2:25][CH2:26][Si:27]([CH3:30])([CH3:29])[CH3:28])[CH:19]=1)=[O:22]. Given the reactants [NH2:1][C@H:2]1[C:10]2[C:5](=[CH:6][CH:7]=[C:8]([O:11][C:12]3[N:13]=[C:14]4[C:20]([CH:21]=[O:22])=[CH:19][N:18]([CH2:23][O:24][CH2:25][CH2:26][Si:27]([CH3:30])([CH3:29])[CH3:28])[C:15]4=[N:16][CH:17]=3)[CH:9]=2)[CH2:4][CH2:3]1.N1C=CC=CC=1.[CH3:37][C:38](OC(C)=O)=[O:39], predict the reaction product.